From a dataset of Reaction yield outcomes from USPTO patents with 853,638 reactions. Predict the reaction yield, written as a fraction of the theoretical maximum amount of product (1.0 means a 100% yield; for example, 0.34 means a 34% yield). (1) The reactants are [H-].[Na+].[OH:3][CH:4]1[CH2:7][N:6]([C:8]2[CH:17]=[C:16]([C:18]([NH:20][CH2:21][C@H:22]3[CH2:27][CH2:26][C@H:25]([CH2:28][NH:29][C:30](=[O:36])[O:31][C:32]([CH3:35])([CH3:34])[CH3:33])[CH2:24][CH2:23]3)=[O:19])[C:15]3[C:10](=[CH:11][CH:12]=[CH:13][CH:14]=3)[N:9]=2)[CH2:5]1.Cl.Cl[CH2:39][CH2:40][N:41]([CH3:43])[CH3:42]. The catalyst is CN(C=O)C. The product is [CH3:42][N:41]([CH3:43])[CH2:40][CH2:39][O:3][CH:4]1[CH2:5][N:6]([C:8]2[CH:17]=[C:16]([C:18]([NH:20][CH2:21][C@H:22]3[CH2:23][CH2:24][C@H:25]([CH2:28][NH:29][C:30](=[O:36])[O:31][C:32]([CH3:33])([CH3:35])[CH3:34])[CH2:26][CH2:27]3)=[O:19])[C:15]3[C:10](=[CH:11][CH:12]=[CH:13][CH:14]=3)[N:9]=2)[CH2:7]1. The yield is 0.0900. (2) The reactants are Br[C:2]1[S:6][C:5]([CH2:7][C:8]2[CH:13]=[C:12]([O:14][CH2:15][CH2:16][O:17][CH3:18])[CH:11]=[CH:10][C:9]=2/[CH:19]=[CH:20]/[C:21]([NH:23][S:24]([CH2:27][CH2:28][CH2:29][CH2:30][CH3:31])(=[O:26])=[O:25])=[O:22])=[N:4][CH:3]=1.OB(O)[C:34]1[CH:39]=[CH:38][CH:37]=[CH:36][CH:35]=1.C(=O)([O-])[O-].[Na+].[Na+].O. The catalyst is COCCOC.C1C=CC([P]([Pd]([P](C2C=CC=CC=2)(C2C=CC=CC=2)C2C=CC=CC=2)([P](C2C=CC=CC=2)(C2C=CC=CC=2)C2C=CC=CC=2)[P](C2C=CC=CC=2)(C2C=CC=CC=2)C2C=CC=CC=2)(C2C=CC=CC=2)C2C=CC=CC=2)=CC=1. The product is [CH3:18][O:17][CH2:16][CH2:15][O:14][C:12]1[CH:11]=[CH:10][C:9](/[CH:19]=[CH:20]/[C:21]([NH:23][S:24]([CH2:27][CH2:28][CH2:29][CH2:30][CH3:31])(=[O:26])=[O:25])=[O:22])=[C:8]([CH2:7][C:5]2[S:6][C:2]([C:34]3[CH:39]=[CH:38][CH:37]=[CH:36][CH:35]=3)=[CH:3][N:4]=2)[CH:13]=1. The yield is 0.520.